From a dataset of Full USPTO retrosynthesis dataset with 1.9M reactions from patents (1976-2016). Predict the reactants needed to synthesize the given product. Given the product [CH2:21]([O:23][C:24](=[O:43])[CH2:25][CH2:26][C:27]1[CH:32]=[CH:31][CH:30]=[C:29]([N:33]2[C:37]([NH:38][C:14]([NH:8][C:5]3[CH:6]=[CH:7][C:2]([F:1])=[CH:3][CH:4]=3)=[O:15])=[CH:36][C:35]([C:39]([CH3:42])([CH3:41])[CH3:40])=[N:34]2)[CH:28]=1)[CH3:22], predict the reactants needed to synthesize it. The reactants are: [F:1][C:2]1[CH:7]=[CH:6][C:5]([NH2:8])=[CH:4][CH:3]=1.C1N=CN([C:14](N2C=NC=C2)=[O:15])C=1.[CH2:21]([O:23][C:24](=[O:43])[CH2:25][CH2:26][C:27]1[CH:32]=[CH:31][CH:30]=[C:29]([N:33]2[C:37]([NH2:38])=[CH:36][C:35]([C:39]([CH3:42])([CH3:41])[CH3:40])=[N:34]2)[CH:28]=1)[CH3:22].O.